This data is from Forward reaction prediction with 1.9M reactions from USPTO patents (1976-2016). The task is: Predict the product of the given reaction. (1) Given the reactants [CH3:1][C:2]1[N:6]=[C:5]([CH3:7])[S:4][C:3]=1/[CH:8]=[CH:9]/[C:10](N(C)C)=O.[NH:15]([C:19]1[CH:20]=[C:21]([CH:32]=[CH:33][CH:34]=1)[CH2:22][NH:23][C:24]([C:26]1[CH:31]=[CH:30][CH:29]=[CH:28][N:27]=1)=[O:25])[C:16]([NH2:18])=[NH:17], predict the reaction product. The product is: [CH3:7][C:5]1[S:4][C:3]([C:8]2[CH:9]=[CH:10][N:18]=[C:16]([NH:15][C:19]3[CH:20]=[C:21]([CH:32]=[CH:33][CH:34]=3)[CH2:22][NH:23][C:24]([C:26]3[CH:31]=[CH:30][CH:29]=[CH:28][N:27]=3)=[O:25])[N:17]=2)=[C:2]([CH3:1])[N:6]=1. (2) Given the reactants [OH:1][CH:2]([CH2:11][C:12]1[CH:17]=[CH:16][CH:15]=[C:14]([C:18]([F:21])([F:20])[F:19])[CH:13]=1)[CH2:3][CH2:4][CH:5]1[NH:9][C:8](=[O:10])[CH2:7][CH2:6]1.[Si:22](Cl)([C:25]([CH3:28])([CH3:27])[CH3:26])([CH3:24])[CH3:23], predict the reaction product. The product is: [C:25]([Si:22]([CH3:24])([CH3:23])[O:1][CH:2]([CH2:11][C:12]1[CH:17]=[CH:16][CH:15]=[C:14]([C:18]([F:21])([F:19])[F:20])[CH:13]=1)[CH2:3][CH2:4][CH:5]1[NH:9][C:8](=[O:10])[CH2:7][CH2:6]1)([CH3:28])([CH3:27])[CH3:26]. (3) Given the reactants [Cl:1][C:2]1[CH:7]=[C:6]([O:8]C)[C:5]([F:10])=[CH:4][C:3]=1[C:11]1[S:12][C:13]([C:16]2[N:17]=[C:18]3[C:23]([Cl:24])=[CH:22][C:21]([C:25]([F:28])([F:27])[F:26])=[CH:20][N:19]3[CH:29]=2)=[N:14][N:15]=1.[Al+3].[Cl-].[Cl-].[Cl-].CCS, predict the reaction product. The product is: [Cl:1][C:2]1[C:3]([C:11]2[S:12][C:13]([C:16]3[N:17]=[C:18]4[C:23]([Cl:24])=[CH:22][C:21]([C:25]([F:26])([F:28])[F:27])=[CH:20][N:19]4[CH:29]=3)=[N:14][N:15]=2)=[CH:4][C:5]([F:10])=[C:6]([OH:8])[CH:7]=1. (4) Given the reactants [Cl:1][C:2]1[CH:3]=[C:4](B(O)O)[C:5]([F:8])=[N:6][CH:7]=1.Cl[C:13]1[N:18]=[C:17]([CH3:19])[N:16]=[C:15]([N:20]([CH2:30][C:31]2[CH:36]=[CH:35][C:34]([O:37][CH3:38])=[CH:33][CH:32]=2)[CH2:21][C:22]2[CH:27]=[CH:26][C:25]([O:28][CH3:29])=[CH:24][CH:23]=2)[N:14]=1.C([O-])(=O)C.[K+].B(O)O.[NH4+].[Cl-], predict the reaction product. The product is: [Cl:1][C:2]1[CH:3]=[C:4]([C:13]2[N:18]=[C:17]([CH3:19])[N:16]=[C:15]([N:20]([CH2:21][C:22]3[CH:23]=[CH:24][C:25]([O:28][CH3:29])=[CH:26][CH:27]=3)[CH2:30][C:31]3[CH:32]=[CH:33][C:34]([O:37][CH3:38])=[CH:35][CH:36]=3)[N:14]=2)[C:5]([F:8])=[N:6][CH:7]=1. (5) Given the reactants [NH2:1][C:2]1[C:10]2[C:5](=[CH:6][N:7]=[CH:8][C:9]=2[O:11][C:12]2[CH:17]=[CH:16][C:15]([Cl:18])=[CH:14][CH:13]=2)[S:4][C:3]=1[C:19]([OH:21])=O.O.O[N:24]1C2C=CC=CC=2N=N1.[NH4+].[Cl-].CN1CCOCC1.Cl.CN(C)CCCN=C=NCC.C([O-])(O)=O.[Na+], predict the reaction product. The product is: [NH2:1][C:2]1[C:10]2[C:5](=[CH:6][N:7]=[CH:8][C:9]=2[O:11][C:12]2[CH:17]=[CH:16][C:15]([Cl:18])=[CH:14][CH:13]=2)[S:4][C:3]=1[C:19]([NH2:24])=[O:21]. (6) The product is: [CH:33]1([CH2:32][CH:31]([N:4]2[C:3](=[O:15])[CH:2]=[C:7]([O:26][C:25]3[C:19]4[O:18][C:17]([CH3:27])([CH3:16])[CH2:21][C:20]=4[CH:22]=[CH:23][CH:24]=3)[CH:6]=[N:5]2)[C:30]([OH:29])=[O:39])[CH2:37][CH2:36][CH2:35][CH2:34]1. Given the reactants Cl[C:2]1[C:3](=[O:15])[N:4](C2CCCCO2)[N:5]=[CH:6][C:7]=1Cl.[CH3:16][C:17]1([CH3:27])[CH2:21][C:20]2[CH:22]=[CH:23][CH:24]=[C:25]([OH:26])[C:19]=2[O:18]1.C[O:29][C:30](=[O:39])[CH:31](Br)[CH2:32][CH:33]1[CH2:37][CH2:36][CH2:35][CH2:34]1, predict the reaction product. (7) Given the reactants Br[CH2:2][C:3]1[CH:8]=[CH:7][CH:6]=[C:5]([F:9])[CH:4]=1.C(=O)([O-])[O-].[K+].[K+].C(#N)C.[OH:19][C:20]1[CH:25]=[CH:24][C:23]([S:26][CH:27]2[CH2:32][CH2:31][N:30]([C:33]([O:35][C:36]([CH3:39])([CH3:38])[CH3:37])=[O:34])[CH2:29][CH2:28]2)=[CH:22][CH:21]=1, predict the reaction product. The product is: [F:9][C:5]1[CH:4]=[C:3]([CH:8]=[CH:7][CH:6]=1)[CH2:2][O:19][C:20]1[CH:25]=[CH:24][C:23]([S:26][CH:27]2[CH2:28][CH2:29][N:30]([C:33]([O:35][C:36]([CH3:39])([CH3:38])[CH3:37])=[O:34])[CH2:31][CH2:32]2)=[CH:22][CH:21]=1.